This data is from Forward reaction prediction with 1.9M reactions from USPTO patents (1976-2016). The task is: Predict the product of the given reaction. Given the reactants [NH2:1][C:2]1[S:3][C:4]2[CH2:10][CH2:9][CH2:8][CH:7]([CH2:11][OH:12])[C:5]=2[N:6]=1.CCN(CC)CC.[CH3:20][S:21](Cl)(=[O:23])=[O:22], predict the reaction product. The product is: [CH3:20][S:21]([O:12][CH2:11][CH:7]1[C:5]2[N:6]=[C:2]([NH2:1])[S:3][C:4]=2[CH2:10][CH2:9][CH2:8]1)(=[O:23])=[O:22].